The task is: Predict the reactants needed to synthesize the given product.. This data is from Full USPTO retrosynthesis dataset with 1.9M reactions from patents (1976-2016). (1) Given the product [OH:2][C:3]1[CH:8]=[CH:7][CH:6]=[CH:5][C:4]=1[C:9]1[S:13][N:12]=[C:11]([N:14]2[CH2:15][CH2:16][N:17]([C:20]([O:22][CH2:23][CH:24]([CH3:26])[CH3:25])=[O:21])[CH2:18][CH2:19]2)[N:10]=1, predict the reactants needed to synthesize it. The reactants are: C[O:2][C:3]1[CH:8]=[CH:7][CH:6]=[CH:5][C:4]=1[C:9]1[S:13][N:12]=[C:11]([N:14]2[CH2:19][CH2:18][N:17]([C:20]([O:22][CH2:23][CH:24]([CH3:26])[CH3:25])=[O:21])[CH2:16][CH2:15]2)[N:10]=1.B(Br)(Br)Br. (2) The reactants are: [H-].[Na+].[CH:3]1([CH2:9][CH2:10][OH:11])[CH2:8][CH2:7][CH2:6][CH2:5][CH2:4]1.F[C:13]1[CH:20]=[CH:19][C:16]([CH:17]=[O:18])=[C:15]([C:21]([F:24])([F:23])[F:22])[CH:14]=1. Given the product [CH:3]1([CH2:9][CH2:10][O:11][C:13]2[CH:20]=[CH:19][C:16]([CH:17]=[O:18])=[C:15]([C:21]([F:22])([F:24])[F:23])[CH:14]=2)[CH2:8][CH2:7][CH2:6][CH2:5][CH2:4]1, predict the reactants needed to synthesize it. (3) Given the product [NH2:5][C:6]1[C:7]([N+:22]([O-:24])=[O:23])=[CH:8][C:9]([F:21])=[C:10]([O:12][C:13]2[CH:14]=[CH:15][C:16]([CH2:19][NH:27][CH:28]3[CH2:36][C:35]4[C:30](=[CH:31][CH:32]=[CH:33][CH:34]=4)[CH2:29]3)=[CH:17][CH:18]=2)[CH:11]=1, predict the reactants needed to synthesize it. The reactants are: FC(F)(F)C([NH:5][C:6]1[CH:11]=[C:10]([O:12][C:13]2[CH:18]=[CH:17][C:16]([CH:19]=O)=[CH:15][CH:14]=2)[C:9]([F:21])=[CH:8][C:7]=1[N+:22]([O-:24])=[O:23])=O.[NH2:27][CH:28]1[CH2:36][C:35]2[C:30](=[CH:31][CH:32]=[CH:33][CH:34]=2)[CH2:29]1.C(O)(=O)C.[BH-](OC(C)=O)(OC(C)=O)OC(C)=O.[Na+]. (4) Given the product [CH3:1][C:2]1[O:6][N:5]=[C:4]([C:7]2[CH:8]=[CH:9][CH:10]=[CH:11][CH:12]=2)[C:3]=1[CH2:13][O:14][C:15]1[N:20]=[N:19][C:18]([NH:21][C:27]([C:26]2[O:22][N:23]=[CH:24][CH:25]=2)=[O:28])=[CH:17][CH:16]=1, predict the reactants needed to synthesize it. The reactants are: [CH3:1][C:2]1[O:6][N:5]=[C:4]([C:7]2[CH:12]=[CH:11][CH:10]=[CH:9][CH:8]=2)[C:3]=1[CH2:13][O:14][C:15]1[N:20]=[N:19][C:18]([NH2:21])=[CH:17][CH:16]=1.[O:22]1[C:26]([C:27](Cl)=[O:28])=[CH:25][CH:24]=[N:23]1. (5) Given the product [CH3:21][C:18]1[CH:17]=[C:16]([C:9]2[C:10](=[O:15])[NH:11][C:12]3[C:7]([C:8]=2[C:22]2[CH:27]=[CH:26][CH:25]=[CH:24][CH:23]=2)=[CH:6][C:5]([CH:2]=[O:1])=[CH:14][CH:13]=3)[O:20][N:19]=1, predict the reactants needed to synthesize it. The reactants are: [OH:1][CH:2]([C:5]1[CH:6]=[C:7]2[C:12](=[CH:13][CH:14]=1)[NH:11][C:10](=[O:15])[C:9]([C:16]1[O:20][N:19]=[C:18]([CH3:21])[CH:17]=1)=[C:8]2[C:22]1[CH:27]=[CH:26][CH:25]=[CH:24][CH:23]=1)CO.I([O-])(=O)(=O)=O.[Na+].C(=O)(O)[O-].[Na+]. (6) Given the product [Br:17][CH2:1][C:2]1[N:7]=[C:6]([C:8]([F:11])([F:10])[F:9])[N:5]=[C:4]([C:12]([O:14][CH2:15][CH3:16])=[O:13])[CH:3]=1, predict the reactants needed to synthesize it. The reactants are: [CH3:1][C:2]1[N:7]=[C:6]([C:8]([F:11])([F:10])[F:9])[N:5]=[C:4]([C:12]([O:14][CH2:15][CH3:16])=[O:13])[CH:3]=1.[Br:17]N1C(=O)CCC1=O.C(OOC(=O)C1C=CC=CC=1)(=O)C1C=CC=CC=1. (7) Given the product [CH2:13]([NH:7][N:8]1[CH:12]=[CH:11][CH:10]=[CH:9]1)[CH2:14][CH2:15][CH3:16], predict the reactants needed to synthesize it. The reactants are: C(OC(=O)[N:7]([CH2:13][CH2:14][CH2:15][CH3:16])[N:8]1[CH:12]=[CH:11][CH:10]=[CH:9]1)(C)(C)C.C(N(CC)CC)C.[Si](OS(C(F)(F)F)(=O)=O)(C)(C)C. (8) Given the product [OH:27][C@@H:24]1[CH2:25][CH2:26][N:22]([C:3]2[C:2]([C:31]3[S:30][C:29]([CH3:28])=[N:33][CH:32]=3)=[CH:21][C:6]([C:7]([NH:9][C:10]3[CH:15]=[CH:14][C:13]([O:16][C:17]([F:20])([F:19])[F:18])=[CH:12][CH:11]=3)=[O:8])=[CH:5][N:4]=2)[CH2:23]1, predict the reactants needed to synthesize it. The reactants are: Br[C:2]1[C:3]([N:22]2[CH2:26][CH2:25][C@@H:24]([OH:27])[CH2:23]2)=[N:4][CH:5]=[C:6]([CH:21]=1)[C:7]([NH:9][C:10]1[CH:15]=[CH:14][C:13]([O:16][C:17]([F:20])([F:19])[F:18])=[CH:12][CH:11]=1)=[O:8].[CH3:28][C:29]1[S:30][C:31](B2OC(C)(C)C(C)(C)O2)=[CH:32][N:33]=1.[O-]P([O-])([O-])=O.[K+].[K+].[K+]. (9) Given the product [F:35][C:36]1[CH:37]=[C:38]([NH:42][C:43](=[S:69])[NH:44][C:45]2[CH:50]=[CH:49][C:48]([C:51]3[CH:59]=[C:58]4[C:54]([CH2:55][N:56]([C@@H:61]([CH:66]([CH3:67])[CH3:68])[C:62]([OH:64])=[O:63])[C:57]4=[O:60])=[CH:53][CH:52]=3)=[CH:47][CH:46]=2)[CH:39]=[CH:40][CH:41]=1, predict the reactants needed to synthesize it. The reactants are: FC1C=CC=CC=1NC(=S)NC1C=CC(C2C=C3C(CN([C@@H](C(C)C)C(O)=O)C3=O)=CC=2)=CC=1.[F:35][C:36]1[CH:37]=[C:38]([NH:42][C:43](=[S:69])[NH:44][C:45]2[CH:50]=[CH:49][C:48]([C:51]3[CH:59]=[C:58]4[C:54]([CH2:55][N:56]([C@@H:61]([CH:66]([CH3:68])[CH3:67])[C:62]([O:64]C)=[O:63])[C:57]4=[O:60])=[CH:53][CH:52]=3)=[CH:47][CH:46]=2)[CH:39]=[CH:40][CH:41]=1. (10) Given the product [O:1]1[C:5]2[CH:6]=[CH:7][CH:8]=[CH:9][C:4]=2[N:3]=[C:2]1[NH:10][C@@H:11]([CH2:15][CH:16]1[CH2:21][CH2:20][CH2:19][CH2:18][CH2:17]1)[C:12]([NH:33][CH2:32][CH2:31][NH:30][C:27]1[CH:28]=[CH:29][C:24]([O:23][CH3:22])=[CH:25][CH:26]=1)=[O:14], predict the reactants needed to synthesize it. The reactants are: [O:1]1[C:5]2[CH:6]=[CH:7][CH:8]=[CH:9][C:4]=2[N:3]=[C:2]1[NH:10][C@@H:11]([CH2:15][CH:16]1[CH2:21][CH2:20][CH2:19][CH2:18][CH2:17]1)[C:12]([OH:14])=O.[CH3:22][O:23][C:24]1[CH:29]=[CH:28][C:27]([NH:30][CH2:31][CH2:32][NH2:33])=[CH:26][CH:25]=1.CCN(C(C)C)C(C)C.CN(C(ON1N=NC2C=CC=NC1=2)=[N+](C)C)C.F[P-](F)(F)(F)(F)F.